From a dataset of Full USPTO retrosynthesis dataset with 1.9M reactions from patents (1976-2016). Predict the reactants needed to synthesize the given product. (1) Given the product [NH2:1][C:2]1[C:11]2[C:6](=[CH:7][C:8]([CH2:12][N:13]3[CH2:18][CH2:17][N:16]([CH2:30]/[CH:29]=[CH:28]/[C:25]4[CH:26]=[N:27][C:22]([O:21][CH3:20])=[CH:23][CH:24]=4)[CH2:15][C:14]3=[O:19])=[CH:9][CH:10]=2)[N:5]=[CH:4][N:3]=1, predict the reactants needed to synthesize it. The reactants are: [NH2:1][C:2]1[C:11]2[C:6](=[CH:7][C:8]([CH2:12][N:13]3[CH2:18][CH2:17][NH:16][CH2:15][C:14]3=[O:19])=[CH:9][CH:10]=2)[N:5]=[CH:4][N:3]=1.[CH3:20][O:21][C:22]1[N:27]=[CH:26][C:25](/[CH:28]=[CH:29]/[CH2:30]OC(=O)C)=[CH:24][CH:23]=1.C1(P(C2C=CC=CC=2)C2C=CC=CC=2)C=CC=CC=1.O. (2) Given the product [CH:12]1([C:15]2[N:20]=[C:19]([C:21]3[N:25]([C:39]([N:34]4[CH2:38][CH2:37][CH2:36][CH2:35]4)=[O:40])[C:24](=[O:26])[O:23][N:22]=3)[CH:18]=[C:17]([C:27]([F:32])([F:33])[C:28]([F:31])([F:30])[F:29])[N:16]=2)[CH2:14][CH2:13]1, predict the reactants needed to synthesize it. The reactants are: N12CCCN=C1CCCCC2.[CH:12]1([C:15]2[N:20]=[C:19]([C:21]3[NH:22][O:23][C:24](=[O:26])[N:25]=3)[CH:18]=[C:17]([C:27]([F:33])([F:32])[C:28]([F:31])([F:30])[F:29])[N:16]=2)[CH2:14][CH2:13]1.[N:34]1([C:39](Cl)=[O:40])[CH2:38][CH2:37][CH2:36][CH2:35]1. (3) Given the product [CH2:1]([N:8]1[CH2:13][CH:12]2[CH:10]([CH:11]2[CH2:15][OH:16])[CH2:9]1)[C:2]1[CH:3]=[CH:4][CH:5]=[CH:6][CH:7]=1, predict the reactants needed to synthesize it. The reactants are: [CH2:1]([N:8]1[C:13](=O)[CH:12]2[CH:10]([CH:11]2[C:15](OCC)=[O:16])[C:9]1=O)[C:2]1[CH:7]=[CH:6][CH:5]=[CH:4][CH:3]=1.[H-].[H-].[H-].[H-].[Li+].[Al+3].[O-]S([O-])(=O)=O.[Na+].[Na+].